Dataset: NCI-60 drug combinations with 297,098 pairs across 59 cell lines. Task: Regression. Given two drug SMILES strings and cell line genomic features, predict the synergy score measuring deviation from expected non-interaction effect. (1) Drug 1: CCCS(=O)(=O)NC1=C(C(=C(C=C1)F)C(=O)C2=CNC3=C2C=C(C=N3)C4=CC=C(C=C4)Cl)F. Drug 2: CNC(=O)C1=NC=CC(=C1)OC2=CC=C(C=C2)NC(=O)NC3=CC(=C(C=C3)Cl)C(F)(F)F. Cell line: LOX IMVI. Synergy scores: CSS=25.6, Synergy_ZIP=-13.7, Synergy_Bliss=-13.8, Synergy_Loewe=-11.2, Synergy_HSA=-8.90. (2) Drug 1: C1=CC(=CC=C1CC(C(=O)O)N)N(CCCl)CCCl.Cl. Drug 2: CC1C(C(CC(O1)OC2CC(CC3=C2C(=C4C(=C3O)C(=O)C5=CC=CC=C5C4=O)O)(C(=O)C)O)N)O. Cell line: NCI-H460. Synergy scores: CSS=45.0, Synergy_ZIP=-3.81, Synergy_Bliss=-1.25, Synergy_Loewe=-4.58, Synergy_HSA=1.79. (3) Drug 2: CC1=C(C(CCC1)(C)C)C=CC(=CC=CC(=CC(=O)O)C)C. Synergy scores: CSS=47.2, Synergy_ZIP=8.52, Synergy_Bliss=8.11, Synergy_Loewe=-7.13, Synergy_HSA=10.7. Cell line: A498. Drug 1: CC1=C2C(C(=O)C3(C(CC4C(C3C(C(C2(C)C)(CC1OC(=O)C(C(C5=CC=CC=C5)NC(=O)OC(C)(C)C)O)O)OC(=O)C6=CC=CC=C6)(CO4)OC(=O)C)OC)C)OC. (4) Drug 1: CS(=O)(=O)C1=CC(=C(C=C1)C(=O)NC2=CC(=C(C=C2)Cl)C3=CC=CC=N3)Cl. Drug 2: COC1=C(C=C2C(=C1)N=CN=C2NC3=CC(=C(C=C3)F)Cl)OCCCN4CCOCC4. Cell line: SR. Synergy scores: CSS=43.5, Synergy_ZIP=0.204, Synergy_Bliss=4.41, Synergy_Loewe=-0.818, Synergy_HSA=6.49. (5) Drug 1: CC(C1=C(C=CC(=C1Cl)F)Cl)OC2=C(N=CC(=C2)C3=CN(N=C3)C4CCNCC4)N. Drug 2: CC1=C(C=C(C=C1)NC2=NC=CC(=N2)N(C)C3=CC4=NN(C(=C4C=C3)C)C)S(=O)(=O)N.Cl. Cell line: SNB-75. Synergy scores: CSS=11.1, Synergy_ZIP=0.780, Synergy_Bliss=7.84, Synergy_Loewe=7.30, Synergy_HSA=7.35.